Task: Predict which catalyst facilitates the given reaction.. Dataset: Catalyst prediction with 721,799 reactions and 888 catalyst types from USPTO Reactant: Br[C:2]1[CH:10]=[CH:9][C:8]2[N:7]3[CH2:11][CH2:12][N:13]([C:15]([O:17][C:18]([CH3:21])([CH3:20])[CH3:19])=[O:16])[CH2:14][C:6]3=[CH:5][C:4]=2[CH:3]=1.B1(B2OC(C)(C)C(C)(C)O2)OC(C)(C)C(C)(C)O1.C([O-])(=O)C.[K+].Cl[C:46]1[C:55]([CH2:56][CH3:57])=[CH:54][C:49]([C:50]([O:52][CH3:53])=[O:51])=[C:48]([O:58][CH3:59])[N:47]=1.C([O-])([O-])=O.[K+].[K+]. Product: [C:18]([O:17][C:15]([N:13]1[CH2:12][CH2:11][N:7]2[C:8]3[CH:9]=[CH:10][C:2]([C:46]4[C:55]([CH2:56][CH3:57])=[CH:54][C:49]([C:50]([O:52][CH3:53])=[O:51])=[C:48]([O:58][CH3:59])[N:47]=4)=[CH:3][C:4]=3[CH:5]=[C:6]2[CH2:14]1)=[O:16])([CH3:21])([CH3:20])[CH3:19]. The catalyst class is: 587.